From a dataset of Catalyst prediction with 721,799 reactions and 888 catalyst types from USPTO. Predict which catalyst facilitates the given reaction. Reactant: [CH3:1][O:2][C:3]([C:5]1[N:6]([CH3:19])[C:7]([S:10]([N:13]2[CH2:17][CH2:16][C@H:15]([OH:18])[CH2:14]2)(=[O:12])=[O:11])=[CH:8][CH:9]=1)=[O:4].C(N(CC)CC)C.[CH3:27][S:28](Cl)(=[O:30])=[O:29]. Product: [CH3:1][O:2][C:3]([C:5]1[N:6]([CH3:19])[C:7]([S:10]([N:13]2[CH2:17][CH2:16][C@H:15]([O:18][S:28]([CH3:27])(=[O:30])=[O:29])[CH2:14]2)(=[O:11])=[O:12])=[CH:8][CH:9]=1)=[O:4]. The catalyst class is: 2.